This data is from CYP2C19 inhibition data for predicting drug metabolism from PubChem BioAssay. The task is: Regression/Classification. Given a drug SMILES string, predict its absorption, distribution, metabolism, or excretion properties. Task type varies by dataset: regression for continuous measurements (e.g., permeability, clearance, half-life) or binary classification for categorical outcomes (e.g., BBB penetration, CYP inhibition). Dataset: cyp2c19_veith. (1) The compound is COC(=O)N1CCC2(CC1)CN(C(=O)Nc1ccccc1)C2. The result is 0 (non-inhibitor). (2) The result is 0 (non-inhibitor). The drug is CNC(=O)c1c(I)c(C(=O)NCC(=O)Nc2c(I)c(C(=O)O)c(I)c(C(=O)NCCO)c2I)c(I)c(N(C)C(C)=O)c1I. (3) The molecule is C[C@]12CC[C@H]3c4ccc(O)cc4CC[C@@H]3[C@@H]1CCC2=O. The result is 0 (non-inhibitor). (4) The drug is CC(=O)c1cc(C#N)c(Oc2cccc(C(F)(F)F)c2)nc1C. The result is 1 (inhibitor). (5) The result is 1 (inhibitor). The molecule is CN(CCC#N)C(=O)c1ccc(CNS(=O)(=O)c2ccc(F)cc2)cc1. (6) The molecule is Cc1nc2cnc(OCc3ccccc3)nc2n(CCc2ccccc2)c1=O. The result is 1 (inhibitor). (7) The molecule is O=[As](O)(O)c1ccc(NCc2ccccc2)cc1. The result is 0 (non-inhibitor).